This data is from CYP1A2 inhibition data for predicting drug metabolism from PubChem BioAssay. The task is: Regression/Classification. Given a drug SMILES string, predict its absorption, distribution, metabolism, or excretion properties. Task type varies by dataset: regression for continuous measurements (e.g., permeability, clearance, half-life) or binary classification for categorical outcomes (e.g., BBB penetration, CYP inhibition). Dataset: cyp1a2_veith. The drug is O=C(c1cn(-c2ccccc2)nc1-c1cccs1)N1CCOCC1. The result is 1 (inhibitor).